The task is: Binary Classification. Given two protein amino acid sequences, predict whether they physically interact or not.. This data is from Human Reference Interactome with 51,813 positive PPI pairs across 8,248 proteins, plus equal number of experimentally-validated negative pairs. (1) Protein 1 (ENSG00000170242) has sequence MVPGEENQLVPKEAPLDHTSDKSLLDANFEPGKKNFLHLTDKDGEQPQILLEDSSAGEDSVHDRFIGPLPREGSGGSTSDYVSQSYSYSSILNKSETGYVGLVNQAMTCYLNSLLQTLFMTPEFRNALYKWEFEESEEDPVTSIPYQLQRLFVLLQTSKKRAIETTDVTRSFGWDSSEAWQQHDVQELCRVMFDALEQKWKQTEQADLINELYQGKLKDYVRCLECGYEGWRIDTYLDIPLVIRPYGSSQAFASVEEALHAFIQPEILDGPNQYFCERCKKKCDARKGLRFLHFPYLLTL.... Protein 2 (ENSG00000198690) has sequence MMSEGKPPDKKRPRRSLSISKNKKKASNSIISCFNNAPPAKLACPVCSKMVPRYDLNRHLDEMCANNDFVQVDPGQVGLINSNVSMVDLTSVTLEDVTPKKSPPPKTNLTPGQSDSAKREVKQKISPYFKSNDVVCKNQDELRNRSVKVICLGSLASKLSRKYVKAKKSIDKDEEFAGSSPQSSKSTVVKSLIDNSSEIEDEDQILENSSQKENVFKCDSLKEECIPEHMVRGSKIMEAESQKATRECEKSALTPGFSDNAIMLFSPDFTLRNTLKSTSEDSLVKQECIKEVVEKREACH.... Result: 0 (the proteins do not interact). (2) Protein 1 (ENSG00000129450) has sequence MLLLLLPLLWGRERAEGQTSKLLTMQSSVTVQEGLCVHVPCSFSYPSHGWIYPGPVVHGYWFREGANTDQDAPVATNNPARAVWEETRDRFHLLGDPHTKNCTLSIRDARRSDAGRYFFRMEKGSIKWNYKHHRLSVNVTALTHRPNILIPGTLESGCPQNLTCSVPWACEQGTPPMISWIGTSVSPLDPSTTRSSVLTLIPQPQDHGTSLTCQVTFPGASVTTNKTVHLNVSYPPQNLTMTVFQGDGTVSTVLGNGSSLSLPEGQSLRLVCAVDAVDSNPPARLSLSWRGLTLCPSQPS.... Protein 2 (ENSG00000144191) has sequence MAKINTQYSHPSRTHLKVKTSDRDLNRAENGLSRAHSSSEETSSVLQPGIAMETRGLADSGQGSFTGQGIARLSRLIFLLRRWAARHVHHQDQGPDSFPDRFRGAELKEVSSQESNAQANVGSQEPADRGRSAWPLAKCNTNTSNNTEEEKKTKKKDAIVVDPSSNLYYRWLTAIALPVFYNWYLLICRACFDELQSEYLMLWLVLDYSADVLYVLDVLVRARTGFLEQGLMVSDTNRLWQHYKTTTQFKLDVLSLVPTDLAYLKVGTNYPEVRFNRLLKFSRLFEFFDRTETRTNYPNM.... Result: 0 (the proteins do not interact). (3) Protein 1 (ENSG00000167842) has sequence MSVDPMTYEAQFFGFTPQTCMLRIYIAFQDYLFEVMQAVEQVILKKLDGIPDCDISPVQIRKCTEKFLCFMKGHFDNLFSKMEQLFLQLILRIPSNILLPEDKCKETPYSEEDFQHLQKEIEQLQEKYKTELCTKQALLAELEEQKIVQAKLKQTLTFFDELHNVGRDHGTSDFRESLVSLVQNSRKLQNIRDNVEKESKRLKIS*MSVDPMTYEAQFFGFTPQTCMLRIMSVDPMTYEAQFFGFTPQTCMLRIYIAFQDYLFEVMQAVEQVILKKLDGIPDCDISPVQIRKCTEKFLCF.... Protein 2 (ENSG00000187801) has sequence MLQQLLITLPTEASTWVKLRHPKAATERVALWEDVTKMFKAEALLSQDADETQGESLESRVTLGSLTAESQELLTFKDVSVDFTQEEWGQLAPAHRNLYREVMLENYGNLVSVGCQLSKPGVISQLEKGEEPWLMERDISGVPSSDLKSKTKTKESALQNDISWEELHCGLMMERFTKGSSMYSTLGRISKCNKLESQQENQRMGKGQIPLMCKKTFTQERGQESNRFEKRINVKSEVMPGPIGLPRKRDRKYDTPGKRSRYNIDLVNHSRSYTKMKTFECNICEKIFKQLIHLTEHMRI.... Result: 0 (the proteins do not interact). (4) Protein 1 (ENSG00000159527) has sequence MGTLPWLLAFFILGLQAWDTPTIVSRKEWGARPLACRALLTLPVAYIITDQLPGMQCQQQSVCSQMLRGLQSHSVYTIGWCDVAYNFLVGDDGRVYEGVGWNIQGLHTQGYNNISLGIAFFGNKIGSSPSPAALSAAEGLISYAIQKGHLSPRYIQPLLLKEETCLDPQHPVMPRKVCPNIIKRSAWEARETHCPKMNLPAKYVIIIHTAGTSCTVSTDCQTVVRNIQSFHMDTRNFCDIGYHFLVGQDGGVYEGVGWHIQGSHTYGFNDIALGIAFIGYFVEKPPNAAALEAAQDLIQC.... Protein 2 (ENSG00000164871) has sequence MRQRLLPSVTSLLLVALLFPGSSQARHVNHSATEALGELRERAPGQGTNGFQLLRHAVKRDLLPPRTPPYQEPASDLKVVDCRRSEGFCQEYCNYMETQVGYCSKKKDACCLH*MRQRLLPSVTSLLLVALLFPGSSQARHVNHSATEALGELRERAPGQGTNGFQLLRHAVKRDLLPPRTPPYQVHISHREARGPSFRICVDFLGPRWARGCSTGN*MRQRLLPSVTSLLLVALLFPGSSQARHVNHSATEALGELRERAPGQGTNGFQLLRHAVKRDLLPPRTPPYQGTGQQHRQRCG.... Result: 0 (the proteins do not interact). (5) Protein 1 (ENSG00000168090) has sequence MAAAAAAAAATNGTGGSSGMEVDAAVVPSVMACGVTGSVSVALHPLVILNISDHWIRMRSQEGRPVQVIGALIGKQEGRNIEVMNSFELLSHTVEEKIIIDKEYYYTKEEQFKQVFKELEFLGWYTTGGPPDPSDIHVHKQVCEIIESPLFLKLNPMTKHTDLPVSVFESVIDIINGEATMLFAELTYTLATEEAERIGVDHVARMTATGSGENSTVAEHLIAQHSAIKMLHSRVKLILEYVKASEAGEVPFNHEILREAYALCHCLPVLSTDKFKTDFYDQCNDVGLMAYLGTITKTCN.... Protein 2 (ENSG00000183287) has sequence RKKCCKGYKFVLGQCIPEDYDVCAEAPCEQQCTDNFGRVLCTCYPGYRYDRERHRKREKPYCLDIDECASSNGTLCAHICINTLGSYRCECREGYIREDDGKTCTRGDKYPNDTGHEKSENMVKAGTCCATCKEFYQMKQTVLQLKQKIALLPNNAADLGKYITGDKVLASNTYLPGPPGLPGGQGPPGSPGPKGSPGFPGMPGPPGQPGPRGSMGPMGPSPDLSHIKQGRRGPVGPPGAPGRDGSKGERGAPGPRGSPGPPGSFDFLLLMLADIRNDITELQEKVFGHRTHSSAEEFPL.... Result: 1 (the proteins interact). (6) Protein 1 (ENSG00000004478) has sequence MTAEEMKATESGAQSAPLPMEGVDISPKQDEGVLKVIKREGTGTEMPMIGDRVFVHYTGWLLDGTKFDSSLDRKDKFSFDLGKGEVIKAWDIAIATMKVGEVCHITCKPEYAYGSAGSPPKIPPNATLVFEVELFEFKGEDLTEEEDGGIIRRIQTRGEGYAKPNEGAIVEVALEGYYKDKLFDQRELRFEIGEGENLDLPYGLERAIQRMEKGEHSIVYLKPSYAFGSVGKEKFQIPPNAELKYELHLKSFEKAKESWEMNSEEKLEQSTIVKERGTVYFKEGKYKQALLQYKKIVSWL.... Protein 2 (ENSG00000167703) has sequence MAPTLATAHRRRWWMACTAVLENLLFSAVLLGWGSLLIMLKSEGFYSYLCTEPENVTNGTVGGTAEPGHEEVSWMNGWLSCQAQDEMLNLAFTVGSFLLSAITLPLGIVMDKYGPRKLRLLGSACFAVSCLLIAYGASKPNALSVLIFIALALNGFGGMCMTFTSLTLPNMFGDLRSTFIALMIGSYASSAVTFPGIKLIYDAGVSFIVVLVVWAGCSGLVFLNCFFNWPLEPFPGPEDMDYSVKIKFSWLGFDHKITGKQFYKQVTTVGRRLSVGSSMRSAKEQVALQEGHKLCLSTVD.... Result: 0 (the proteins do not interact). (7) Protein 1 (ENSG00000109084) has sequence MGAPATRRCVEWLLGLYFLSHIPITLFMDLQAVLPRELYPVEFRNLLKWYAKEFKDPLLQEPPAWFKSFLFCELVFQLPFFPIATYAFLKGSCKWIRTPAIIYSVHTMTTLIPILSTFLFEDFSKASGFKGQRPETLHERLTLVSVYAPYLLIPFILLIFMLRSPYYKYEEKRKKK*MTTLIPILSTFLFEDFSKASGFKGQRPETLHERLTLVSVYAPYLLIPFILLIFMLRSPYYKYEEKRKKK*GVAAGPLLPQPHPHHPVHGPAGGAAARALPSRGSCKWIRTPAIIYSVHTMTTL.... Protein 2 (ENSG00000185176) has sequence MAGVPHGRGVSAWHAAEAGGTGAGHAGRLHPDAPLLGLGAQ*MAGLNVSLSFFFATFTLCEAARRASKALLPVGAYEVFAREAVGAVQLGACFLEMRTLVELGPWAGDFGPDLLLTLLFLLFLAHGVTLDGASANPTVSLQEFLMAEESLPGTLLKLAAQGLGMQAACTLTRLCWAWELSDLHLLQSLMAQSCSSALRTSVPHGALVEAACAFCFHLTLLHLRHSPPAYSGPAVALLVTVTAYTAGPFTSAFFNPALAASVTFACSGHTLLEYVQVYWLGPLTGMVLAVLLHQGRLPHLF.... Result: 1 (the proteins interact). (8) Protein 1 (ENSG00000120992) has sequence MCGNNMSTPLPAIVPAARKATAAVIFLHGLGDTGHGWAEAFAGIRSSHIKYICPHAPVRPVTLNMNVAMPSWFDIIGLSPDSQEDESGIKQAAENIKALIDQEVKNGIPSNRIILGGFSQGGALSLYTALTTQQKLAGVTALSCWLPLRASFPQGPIGGANRDISILQCHGDCDPLVPLMFGSLTVEKLKTLVNPANVTFKTYEGMMHSSCQQEMMDVKQFIDKLLPPID*MCGNNMSTPLPAIVPAARKATAAVIFLHGLGDTGHGWAEAFAGIRSSHIKYICPHAFDIIGLSPDSQED.... Protein 2 (ENSG00000139055) has sequence MEAAPSRFMFLLFLLTCELAAEVAAEVEKSSDGPGAAQEPTWLTDVPAAMEFIAATEVAVIGFFQDLEIPAVPILHSMVQKFPGVSFGISTDSEVLTHYNITGNTICLFRLVDNEQLNLEDEDIESIDATKLSRFIEINSLHMVTEYNPVTVIGLFNSVIQIHLLLIMNKASPEYEENMHRYQKAAKLFQGKILFILVDSGMKENGKVISFFKLKESQLPALAIYQTLDDEWDTLPTAEVSVEHVQNFCDGFLSGKLLKENRESEGKTPKVEL*MKETCQLEIQVDNEQLNLEDEDIESI.... Result: 0 (the proteins do not interact). (9) Protein 1 (ENSG00000122188) has sequence MRSHFLQWALATSRNKDQITNIFSGFAGLLAILLVVAVFCILWNWNKRKKRQVPYLRVTVMPLLTLPQTRQRAKNIYDILPWRQEDLGRHESRSMRIFSTESLLSRNSESPEHVPSQAGNAFQEHTAHIHATEYAVGIYDNAMVPQMCGNLTPSAHCINVRASRDCASISSEDSHDYVNVPTAEEIAETLASTKSPSRNLFVLPSTQKLEFTEERDEGCGDAGDCTSLYSPGAEDSDSLSNGEGSSQISNDYVNMTGLDLSAIQERQLWVAFQCCRDYENVPAADPSGSQQQAEKDVPSS.... Protein 2 (ENSG00000256671) has sequence MAFSGRARPCIIPENEEIPRAALNTVHEANGTEDERAVSKLQRRHSDVKVYKEFCDFYAKFNMANALASATCERCKGGFAPAETIVNSNGELYHEQCFVCAQCFQQFPEGLFYEERT*MAFSGRARPCIIPENEEIPRAALNTVHEANGTEDERAVSKLQRRHSDVKVYKEFCDFYAKFNMANALASATCERCKGGFAPAETIVNSNGELYHEQCFVCAQCFQQFPEGLFYEFEGRKYCEHDFQMLFAPCCHQCGEFIIGRVIKAMNNSWHPECFRCDLCQEVLADIGFVKNAGRHLCRP.... Result: 0 (the proteins do not interact).